From a dataset of Reaction yield outcomes from USPTO patents with 853,638 reactions. Predict the reaction yield, written as a fraction of the theoretical maximum amount of product (1.0 means a 100% yield; for example, 0.34 means a 34% yield). (1) The reactants are [NH2:1][C:2]1[S:3][CH:4]=[C:5]([C:7]([CH3:10])([CH3:9])[CH3:8])[N:6]=1.[Br:11]N1C(=O)CCC1=O.CCCCCC. The catalyst is C(Cl)(Cl)(Cl)Cl. The product is [NH2:1][CH:2]1[N:6]([Br:11])[C:5]([C:7]([CH3:10])([CH3:9])[CH3:8])=[CH:4][S:3]1. The yield is 0.937. (2) The reactants are [CH2:1]([O:8][C:9]1[CH:10]=[CH:11][C:12]([CH:16]=[CH:17][CH2:18][CH3:19])=[C:13]([OH:15])[CH:14]=1)[C:2]1[CH:7]=[CH:6][CH:5]=[CH:4][CH:3]=1.Br[C:21]([CH3:28])([CH3:27])[C:22]([O:24][CH2:25][CH3:26])=[O:23].C(=O)([O-])[O-].[Cs+].[Cs+]. The catalyst is CN(C=O)C. The product is [CH2:25]([O:24][C:22](=[O:23])[C:21]([O:15][C:13]1[CH:14]=[C:9]([O:8][CH2:1][C:2]2[CH:3]=[CH:4][CH:5]=[CH:6][CH:7]=2)[CH:10]=[CH:11][C:12]=1[CH:16]=[CH:17][CH2:18][CH3:19])([CH3:28])[CH3:27])[CH3:26]. The yield is 0.760. (3) The reactants are [CH2:1]([O:8][C:9]([N:11]1[CH2:16][CH2:15][CH:14]([O:17][C:18]2[C:19]([CH3:28])=[C:20]([CH:24]=[C:25]([Cl:27])[CH:26]=2)[C:21](O)=[O:22])[CH2:13][CH2:12]1)=[O:10])[C:2]1[CH:7]=[CH:6][CH:5]=[CH:4][CH:3]=1.Cl.[NH2:30][CH2:31][C:32]1[C:37](=[O:38])[CH:36]=[C:35]([CH3:39])[NH:34][C:33]=1[CH3:40].C(Cl)CCl.C1C=NC2N(O)N=NC=2C=1.CN1CCOCC1.C([O-])(O)=O.[Na+]. The catalyst is O.CN(C)C=O. The product is [Cl:27][C:25]1[CH:24]=[C:20]([C:21](=[O:22])[NH:30][CH2:31][C:32]2[C:37](=[O:38])[CH:36]=[C:35]([CH3:39])[NH:34][C:33]=2[CH3:40])[C:19]([CH3:28])=[C:18]([CH:26]=1)[O:17][CH:14]1[CH2:15][CH2:16][N:11]([C:9]([O:8][CH2:1][C:2]2[CH:7]=[CH:6][CH:5]=[CH:4][CH:3]=2)=[O:10])[CH2:12][CH2:13]1. The yield is 0.643. (4) The yield is 0.590. The product is [Cl:1][C:2]1[CH:3]=[CH:4][C:5]([C:8]2[N:9]=[C:10]([C:13]([CH3:17])([CH3:16])[CH2:14][NH:15][C:23](=[O:24])[C:22]3[CH:26]=[C:27]([C:28]4[N:32]=[C:31]([C:33]([F:36])([F:35])[F:34])[O:30][N:29]=4)[C:19]([CH3:18])=[N:20][CH:21]=3)[S:11][CH:12]=2)=[CH:6][CH:7]=1. The reactants are [Cl:1][C:2]1[CH:7]=[CH:6][C:5]([C:8]2[N:9]=[C:10]([C:13]([CH3:17])([CH3:16])[CH2:14][NH2:15])[S:11][CH:12]=2)=[CH:4][CH:3]=1.[CH3:18][C:19]1[C:27]([C:28]2[N:32]=[C:31]([C:33]([F:36])([F:35])[F:34])[O:30][N:29]=2)=[CH:26][C:22]([C:23](O)=[O:24])=[CH:21][N:20]=1. No catalyst specified. (5) The reactants are [H-].[Al+3].[Li+].[H-].[H-].[H-].C[O:8][C:9](=O)[C:10]1[CH:15]=[C:14]([C:16]([F:19])([F:18])[F:17])[CH:13]=[C:12]([N+:20]([O-:22])=[O:21])[CH:11]=1. The catalyst is O1CCCC1. The product is [F:17][C:16]([F:18])([F:19])[C:14]1[CH:13]=[C:12]([N+:20]([O-:22])=[O:21])[CH:11]=[C:10]([CH:15]=1)[CH2:9][OH:8]. The yield is 0.550. (6) The reactants are [Cl:1][C:2]1[S:3][C:4]([C:8]([OH:10])=O)=[C:5]([CH3:7])[N:6]=1.O1CCCC1.C(Cl)(=O)C(Cl)=O.[NH2:22][C:23]1[CH:24]=[C:25]([CH:42]=[CH:43][C:44]=1[F:45])[O:26][C:27]1[CH:28]=[CH:29][C:30]2[N:31]([CH:33]=[C:34]([NH:36][C:37]([CH:39]3[CH2:41][CH2:40]3)=[O:38])[N:35]=2)[N:32]=1. The catalyst is CN(C)C=O.CN(C)C(=O)C. The product is [Cl:1][C:2]1[S:3][C:4]([C:8]([NH:22][C:23]2[CH:24]=[C:25]([O:26][C:27]3[CH:28]=[CH:29][C:30]4[N:31]([CH:33]=[C:34]([NH:36][C:37]([CH:39]5[CH2:41][CH2:40]5)=[O:38])[N:35]=4)[N:32]=3)[CH:42]=[CH:43][C:44]=2[F:45])=[O:10])=[C:5]([CH3:7])[N:6]=1. The yield is 0.780. (7) The reactants are [OH:1][C@@H:2]([CH3:30])[CH2:3][CH2:4][CH2:5][CH2:6][N:7]1[C:16](=[O:17])[C:15]2[N:14]([CH2:18][C:19]3[CH:24]=[CH:23][CH:22]=[CH:21][CH:20]=3)[C:13]([CH2:25][N:26]=[N+]=[N-])=[N:12][C:11]=2[N:10]([CH3:29])[C:8]1=[O:9].[H][H]. The catalyst is C(O)C.[Pd]. The product is [OH:1][C@@H:2]([CH3:30])[CH2:3][CH2:4][CH2:5][CH2:6][N:7]1[C:16](=[O:17])[C:15]2[N:14]([CH2:18][C:19]3[CH:24]=[CH:23][CH:22]=[CH:21][CH:20]=3)[C:13]([CH2:25][NH2:26])=[N:12][C:11]=2[N:10]([CH3:29])[C:8]1=[O:9]. The yield is 1.00. (8) The reactants are [F:1][C:2]1[CH:9]=[CH:8][C:5]([CH2:6]Br)=[CH:4][CH:3]=1.[C:10]([O:14][C:15]([N:17]1[CH2:27][CH2:26][C:20]2([NH:24][NH:23][C:22](=[O:25])[CH2:21]2)[CH2:19][CH2:18]1)=[O:16])([CH3:13])([CH3:12])[CH3:11]. The catalyst is CN(C=O)C. The product is [C:10]([O:14][C:15]([N:17]1[CH2:27][CH2:26][C:20]2([N:24]([CH2:6][C:5]3[CH:8]=[CH:9][C:2]([F:1])=[CH:3][CH:4]=3)[NH:23][C:22](=[O:25])[CH2:21]2)[CH2:19][CH2:18]1)=[O:16])([CH3:13])([CH3:11])[CH3:12]. The yield is 0.390.